This data is from NCI-60 drug combinations with 297,098 pairs across 59 cell lines. The task is: Regression. Given two drug SMILES strings and cell line genomic features, predict the synergy score measuring deviation from expected non-interaction effect. Drug 1: CC1C(C(CC(O1)OC2CC(CC3=C2C(=C4C(=C3O)C(=O)C5=C(C4=O)C(=CC=C5)OC)O)(C(=O)CO)O)N)O.Cl. Drug 2: COC1=C2C(=CC3=C1OC=C3)C=CC(=O)O2. Cell line: NCI-H460. Synergy scores: CSS=9.61, Synergy_ZIP=-3.81, Synergy_Bliss=2.37, Synergy_Loewe=-14.7, Synergy_HSA=0.902.